Task: Predict the product of the given reaction.. Dataset: Forward reaction prediction with 1.9M reactions from USPTO patents (1976-2016) Given the reactants [Cl:1][C:2]1[C:3]([O:12][C:13]2[CH:18]=[C:17]([O:19][CH2:20][CH2:21][C:22]([OH:25])([CH3:24])[CH3:23])[CH:16]=[CH:15][C:14]=2/[CH:26]=[CH:27]/[C:28]([O:30]CC)=[O:29])=[N:4][CH:5]=[C:6]([C:8]([F:11])([F:10])[F:9])[CH:7]=1.[OH-].[Na+].Cl, predict the reaction product. The product is: [Cl:1][C:2]1[C:3]([O:12][C:13]2[CH:18]=[C:17]([O:19][CH2:20][CH2:21][C:22]([OH:25])([CH3:24])[CH3:23])[CH:16]=[CH:15][C:14]=2/[CH:26]=[CH:27]/[C:28]([OH:30])=[O:29])=[N:4][CH:5]=[C:6]([C:8]([F:9])([F:11])[F:10])[CH:7]=1.